From a dataset of Catalyst prediction with 721,799 reactions and 888 catalyst types from USPTO. Predict which catalyst facilitates the given reaction. (1) Reactant: [C:1]([O:5][C:6]([N:8]1[CH2:12][CH2:11][C:10]([C:16]([C:18]2[S:19][C:20](Cl)=[C:21]([Cl:23])[CH:22]=2)=[O:17])([CH2:13][CH2:14][CH3:15])[CH2:9]1)=[O:7])([CH3:4])([CH3:3])[CH3:2].[CH3:25]B1OB(C)OB(C)O1.C(=O)([O-])[O-].[K+].[K+]. Product: [C:1]([O:5][C:6]([N:8]1[CH2:12][CH2:11][C:10]([C:16]([C:18]2[S:19][C:20]([CH3:25])=[C:21]([Cl:23])[CH:22]=2)=[O:17])([CH2:13][CH2:14][CH3:15])[CH2:9]1)=[O:7])([CH3:3])([CH3:4])[CH3:2]. The catalyst class is: 77. (2) Reactant: [C:1]([O:5][C:6](=[O:37])[CH2:7][N:8]1[C@H:13]([C:14]2[CH:19]=[CH:18][C:17]([C:20]#[N:21])=[CH:16][CH:15]=2)[C:12]([C:22]([OH:24])=[O:23])=[C:11]([CH3:25])[N:10]([C:26]2[CH:31]=[CH:30][CH:29]=[C:28]([C:32]([F:35])([F:34])[F:33])[CH:27]=2)[C:9]1=[O:36])([CH3:4])([CH3:3])[CH3:2].Br[CH2:39][CH2:40][OH:41].C(N(CC)C(C)C)(C)C. Product: [C:1]([O:5][C:6](=[O:37])[CH2:7][N:8]1[C@H:13]([C:14]2[CH:15]=[CH:16][C:17]([C:20]#[N:21])=[CH:18][CH:19]=2)[C:12]([C:22]([O:24][CH2:39][CH2:40][OH:41])=[O:23])=[C:11]([CH3:25])[N:10]([C:26]2[CH:31]=[CH:30][CH:29]=[C:28]([C:32]([F:33])([F:34])[F:35])[CH:27]=2)[C:9]1=[O:36])([CH3:2])([CH3:3])[CH3:4]. The catalyst class is: 3.